Dataset: Catalyst prediction with 721,799 reactions and 888 catalyst types from USPTO. Task: Predict which catalyst facilitates the given reaction. (1) Reactant: I[C:2]1[C:3]([NH2:20])=[N:4][C:5]([S:18][CH3:19])=[N:6][C:7]=1[C:8]1[CH:13]=[CH:12][CH:11]=[C:10]([C:14]([F:17])([F:16])[F:15])[CH:9]=1.[C:21]([C:23]1[CH:24]=[CH:25][C:26]([NH2:29])=[N:27][CH:28]=1)#[CH:22].C(N(CC)CC)C. Product: [NH2:29][C:26]1[N:27]=[CH:28][C:23]([C:21]#[C:22][C:2]2[C:3]([NH2:20])=[N:4][C:5]([S:18][CH3:19])=[N:6][C:7]=2[C:8]2[CH:13]=[CH:12][CH:11]=[C:10]([C:14]([F:17])([F:16])[F:15])[CH:9]=2)=[CH:24][CH:25]=1. The catalyst class is: 654. (2) Reactant: Br[C:2]([CH3:9])([CH3:8])[C:3]([O:5][CH2:6][CH3:7])=[O:4].O.[SH-:11].[Na+].O. Product: [CH2:6]([O:5][C:3](=[O:4])[C:2]([SH:11])([CH3:9])[CH3:8])[CH3:7]. The catalyst class is: 8. (3) Reactant: [Cl:1][C:2]1[CH:7]=[C:6]([F:8])[CH:5]=[C:4]([Cl:9])[C:3]=1[N:10]1[CH:19]=[C:13]2[CH:14]=[N:15][CH:16]=[C:17]([F:18])[C:12]2=[N:11]1.C1C=C(Cl)C=C(C(OO)=[O:28])C=1. Product: [Cl:1][C:2]1[CH:7]=[C:6]([F:8])[CH:5]=[C:4]([Cl:9])[C:3]=1[N:10]1[CH:19]=[C:13]2[CH:14]=[N+:15]([O-:28])[CH:16]=[C:17]([F:18])[C:12]2=[N:11]1. The catalyst class is: 2.